From a dataset of Reaction yield outcomes from USPTO patents with 853,638 reactions. Predict the reaction yield, written as a fraction of the theoretical maximum amount of product (1.0 means a 100% yield; for example, 0.34 means a 34% yield). (1) The reactants are [H-].[Na+].[Cl:3][C:4]1[C:5]([OH:14])=[C:6]([O:12][CH3:13])[CH:7]=[C:8]([CH:11]=1)[CH:9]=[O:10].Br[CH2:16][CH2:17][OH:18]. The catalyst is CN(C=O)C.C(OCC)(=O)C. The product is [Cl:3][C:4]1[CH:11]=[C:8]([CH:7]=[C:6]([O:12][CH3:13])[C:5]=1[O:14][CH2:16][CH2:17][OH:18])[CH:9]=[O:10]. The yield is 0.480. (2) The product is [CH3:1][O:2][C:3]([C:5]1[C:13]2[C:8](=[N:9][CH:10]=[C:11]([Cl:14])[CH:12]=2)[N:7]([S:24]([C:18]2[CH:23]=[CH:22][CH:21]=[CH:20][CH:19]=2)(=[O:26])=[O:25])[C:6]=1[CH3:15])=[O:4]. The catalyst is [Cl-].C([N+](CC)(CC)CC)C1C=CC=CC=1.ClCCl. The reactants are [CH3:1][O:2][C:3]([C:5]1[C:13]2[C:8](=[N:9][CH:10]=[C:11]([Cl:14])[CH:12]=2)[NH:7][C:6]=1[CH3:15])=[O:4].[OH-].[Na+].[C:18]1([S:24](Cl)(=[O:26])=[O:25])[CH:23]=[CH:22][CH:21]=[CH:20][CH:19]=1. The yield is 0.300. (3) The reactants are [Br:1][C:2]1[S:6][C:5]([C:7](O)([CH3:9])[CH3:8])=[N:4][CH:3]=1.[SH:11][CH2:12][CH2:13][C:14]([O:16][CH3:17])=[O:15]. The catalyst is ClCCCl.O.[I-].[Zn+2].[I-]. The product is [Br:1][C:2]1[S:6][C:5]([C:7]([S:11][CH2:12][CH2:13][C:14]([O:16][CH3:17])=[O:15])([CH3:9])[CH3:8])=[N:4][CH:3]=1. The yield is 0.960. (4) The product is [C:1]1([CH2:7][C:8]([NH:10][C@@H:11]2[C:35](=[O:36])[N:13]3[C:14]([C:19]([O:21][CH:22]([C:23]4[CH:24]=[CH:25][CH:26]=[CH:27][CH:28]=4)[C:29]4[CH:34]=[CH:33][CH:32]=[CH:31][CH:30]=4)=[O:20])=[C:15]([O:18][S:47]([CH3:46])(=[O:49])=[O:48])[CH2:16][S:17][C@H:12]23)=[O:9])[CH:6]=[CH:5][CH:4]=[CH:3][CH:2]=1. The catalyst is C(#N)C. The reactants are [C:1]1([CH2:7][C:8]([NH:10][C@@H:11]2[C:35](=[O:36])[N:13]3[C:14]([C:19]([O:21][CH:22]([C:29]4[CH:34]=[CH:33][CH:32]=[CH:31][CH:30]=4)[C:23]4[CH:28]=[CH:27][CH:26]=[CH:25][CH:24]=4)=[O:20])=[C:15]([OH:18])[CH2:16][S:17][C@H:12]23)=[O:9])[CH:6]=[CH:5][CH:4]=[CH:3][CH:2]=1.C(N(C(C)C)C(C)C)C.[CH3:46][S:47](Cl)(=[O:49])=[O:48].O. The yield is 0.940. (5) The catalyst is C1(C)C=CC=CC=1.O. The reactants are [Br-].[CH3:2][O:3][C:4]1[CH:29]=[CH:28][C:7]([CH2:8][P+](C2C=CC=CC=2)(C2C=CC=CC=2)C2C=CC=CC=2)=[CH:6][C:5]=1[C:30]([F:33])([F:32])[F:31].C([Li])CCC.[Br:39][C:40]1[CH:41]=[C:42]([CH:46]=[CH:47][CH:48]=1)[C:43](Cl)=[O:44].S([O-])([O-])(=O)=[O:50].[Mg+2].[Mn]([O-])(=O)(=O)=O.[K+]. The yield is 0.580. The product is [Br:39][C:40]1[CH:41]=[C:42]([C:43](=[O:44])[C:8]([C:7]2[CH:28]=[CH:29][C:4]([O:3][CH3:2])=[C:5]([C:30]([F:31])([F:32])[F:33])[CH:6]=2)=[O:50])[CH:46]=[CH:47][CH:48]=1.